Dataset: Forward reaction prediction with 1.9M reactions from USPTO patents (1976-2016). Task: Predict the product of the given reaction. (1) Given the reactants [H-].[Na+].[CH2:3]([O:13][CH2:14][C:15]([CH2:20][O:21][CH2:22][CH2:23][CH2:24][CH2:25][CH2:26][CH2:27][CH2:28][CH2:29][CH2:30][CH3:31])([CH2:18][OH:19])[CH2:16][OH:17])[CH2:4][CH2:5][CH2:6][CH2:7][CH2:8][CH2:9][CH2:10][CH2:11][CH3:12].Cl.Cl[CH2:34][CH2:35][CH2:36][N:37]([CH3:39])[CH3:38], predict the reaction product. The product is: [CH2:22]([O:21][CH2:20][C:15]([CH2:14][O:13][CH2:3][CH2:4][CH2:5][CH2:6][CH2:7][CH2:8][CH2:9][CH2:10][CH2:11][CH3:12])([CH2:18][O:19][CH2:34][CH2:35][CH2:36][N:37]([CH3:39])[CH3:38])[CH2:16][O:17][CH2:34][CH2:35][CH2:36][N:37]([CH3:39])[CH3:38])[CH2:23][CH2:24][CH2:25][CH2:26][CH2:27][CH2:28][CH2:29][CH2:30][CH3:31]. (2) Given the reactants [NH2:1][CH2:2][CH2:3][NH:4]C(=O)OC(C)(C)C.[N:12]1[CH:17]=[CH:16][C:15]([S:18]([Cl:21])(=[O:20])=[O:19])=[CH:14][CH:13]=1.[ClH:22], predict the reaction product. The product is: [ClH:21].[ClH:22].[NH2:1][CH2:2][CH2:3][NH:4][S:18]([C:15]1[CH:16]=[CH:17][N:12]=[CH:13][CH:14]=1)(=[O:20])=[O:19]. (3) Given the reactants [C:1]1([C:7]2[CH:16]=[C:15](O)[C:14]3[C:9](=[CH:10][C:11]([O:18][CH3:19])=[CH:12][CH:13]=3)[N:8]=2)[CH:6]=[CH:5][CH:4]=[CH:3][CH:2]=1.P(Cl)(Cl)([Cl:22])=O, predict the reaction product. The product is: [C:1]1([C:7]2[CH:16]=[C:15]([Cl:22])[C:14]3[C:9](=[CH:10][C:11]([O:18][CH3:19])=[CH:12][CH:13]=3)[N:8]=2)[CH:6]=[CH:5][CH:4]=[CH:3][CH:2]=1. (4) Given the reactants [N:1]1([C:7]([CH2:9][O:10][C:11]2[CH:16]=[CH:15][C:14]([C:17]([CH3:20])([CH3:19])[CH3:18])=[CH:13][C:12]=2[N+:21]([O-])=O)=[O:8])[CH2:6][CH2:5][O:4][CH2:3][CH2:2]1.CCO, predict the reaction product. The product is: [N:1]1([C:7]([CH2:9][O:10][C:11]2[CH:16]=[CH:15][C:14]([C:17]([CH3:20])([CH3:19])[CH3:18])=[CH:13][C:12]=2[NH2:21])=[O:8])[CH2:6][CH2:5][O:4][CH2:3][CH2:2]1.